Dataset: Full USPTO retrosynthesis dataset with 1.9M reactions from patents (1976-2016). Task: Predict the reactants needed to synthesize the given product. (1) Given the product [CH3:11][C:5]1[C:4]([NH2:1])=[N:9][C:8]([CH3:10])=[CH:7][N:6]=1, predict the reactants needed to synthesize it. The reactants are: [NH3:1].O.Cl[C:4]1[C:5]([CH3:11])=[N:6][CH:7]=[C:8]([CH3:10])[N:9]=1. (2) The reactants are: [Cl:1][C:2]1[CH:7]=[CH:6][C:5]([C:8](=[O:13])[C:9]([F:12])([F:11])[F:10])=[CH:4][CH:3]=1.C(=O)([O-])[O-].[K+].[K+].O.[N+:21]([CH3:24])([O-])=O. Given the product [NH2:21][CH2:24][C:8]([C:5]1[CH:6]=[CH:7][C:2]([Cl:1])=[CH:3][CH:4]=1)([OH:13])[C:9]([F:11])([F:12])[F:10], predict the reactants needed to synthesize it. (3) Given the product [Cl:1][C:2]1[CH:3]=[CH:4][C:5]([CH2:8][C@@H:9]([NH:33][C:34]([C@@H:36]2[CH2:45][C:44]3[C:39](=[CH:40][CH:41]=[CH:42][CH:43]=3)[CH2:38][NH:37]2)=[O:35])[C:10](=[O:32])[N:11]2[CH2:12][CH2:13][N:14]([C:17]3[CH:22]=[CH:21][CH:20]=[CH:19][C:18]=3[NH:23][C:24]([C:26]3[CH:27]=[N:28][CH:29]=[CH:30][CH:31]=3)=[O:25])[CH2:15][CH2:16]2)=[CH:6][CH:7]=1, predict the reactants needed to synthesize it. The reactants are: [Cl:1][C:2]1[CH:7]=[CH:6][C:5]([CH2:8][C@@H:9]([NH:33][C:34]([C@@H:36]2[CH2:45][C:44]3[C:39](=[CH:40][CH:41]=[CH:42][CH:43]=3)[CH2:38][N:37]2C(OC(C)(C)C)=O)=[O:35])[C:10](=[O:32])[N:11]2[CH2:16][CH2:15][N:14]([C:17]3[CH:22]=[CH:21][CH:20]=[CH:19][C:18]=3[NH:23][C:24]([C:26]3[CH:27]=[N:28][CH:29]=[CH:30][CH:31]=3)=[O:25])[CH2:13][CH2:12]2)=[CH:4][CH:3]=1.NC1C=CC=CC=1N1CCN(C(=O)[C@H](NC([C@@H]2CC3C(=CC=CC=3)CN2C(OC(C)(C)C)=O)=O)CC2C=CC(Cl)=CC=2)CC1.C(O)(=O)C1C=CC=NC=1.C1C=NC2N(O)N=NC=2C=1. (4) Given the product [Cl:1][C:2]1[CH:21]=[C:20]([Cl:22])[CH:19]=[CH:18][C:3]=1[CH2:4][N:5]1[C:9](/[CH:10]=[CH:11]/[C:12]([NH:31][S:28]([CH2:23][CH2:24][CH2:25][CH2:26][CH3:27])(=[O:30])=[O:29])=[O:14])=[CH:8][C:7]([CH:15]([CH3:17])[CH3:16])=[N:6]1, predict the reactants needed to synthesize it. The reactants are: [Cl:1][C:2]1[CH:21]=[C:20]([Cl:22])[CH:19]=[CH:18][C:3]=1[CH2:4][N:5]1[C:9](/[CH:10]=[CH:11]/[C:12]([OH:14])=O)=[CH:8][C:7]([CH:15]([CH3:17])[CH3:16])=[N:6]1.[CH2:23]([S:28]([NH2:31])(=[O:30])=[O:29])[CH2:24][CH2:25][CH2:26][CH3:27].N12CCCN=C1CCCCC2.